Predict which catalyst facilitates the given reaction. From a dataset of Catalyst prediction with 721,799 reactions and 888 catalyst types from USPTO. (1) Reactant: Br[C:2]1[CH:7]=[CH:6][N:5]=[C:4]([CH3:8])[CH:3]=1.[NH:9]1[CH:13]=[CH:12][CH:11]=[N:10]1.N1C2C(=CC=C3C=2N=CC=C3)C=CC=1.C([O-])([O-])=O.[K+].[K+]. Product: [CH3:8][C:4]1[CH:3]=[C:2]([N:9]2[CH:13]=[CH:12][CH:11]=[N:10]2)[CH:7]=[CH:6][N:5]=1. The catalyst class is: 432. (2) Reactant: [CH2:1]([C:3]1([S:6]([O-:9])(=O)=[O:7])[CH2:5][CH2:4]1)[CH3:2].[K+].S(Cl)([Cl:13])=O.O. The catalyst class is: 59. Product: [CH2:1]([C:3]1([S:6]([Cl:13])(=[O:9])=[O:7])[CH2:5][CH2:4]1)[CH3:2]. (3) Reactant: C([S@@]([N:7]1[CH2:11][CH2:10][CH2:9][C@@H:8]1[C:12]1[CH:17]=[C:16]([F:18])[CH:15]=[CH:14][C:13]=1[F:19])=O)(C)(C)C.Cl. Product: [F:19][C:13]1[CH:14]=[CH:15][C:16]([F:18])=[CH:17][C:12]=1[C@H:8]1[CH2:9][CH2:10][CH2:11][NH:7]1. The catalyst class is: 5. (4) Reactant: [CH3:1][C:2]1[O:6][C:5]([NH:7][CH2:8][CH2:9][CH3:10])=[N:4][C:3]=1[C:11]1[CH:16]=[CH:15][CH:14]=[CH:13][CH:12]=1.[H-].[Na+].Cl[CH2:20][C:21]1[CH:40]=[CH:39][C:24]([CH2:25][O:26][C:27]2[CH:32]=[CH:31][C:30]([CH2:33][CH2:34][C:35]([O:37][CH3:38])=[O:36])=[CH:29][CH:28]=2)=[CH:23][CH:22]=1.O. Product: [CH3:1][C:2]1[O:6][C:5]([N:7]([CH2:20][C:21]2[CH:40]=[CH:39][C:24]([CH2:25][O:26][C:27]3[CH:32]=[CH:31][C:30]([CH2:33][CH2:34][C:35]([O:37][CH3:38])=[O:36])=[CH:29][CH:28]=3)=[CH:23][CH:22]=2)[CH2:8][CH2:9][CH3:10])=[N:4][C:3]=1[C:11]1[CH:16]=[CH:15][CH:14]=[CH:13][CH:12]=1. The catalyst class is: 9. (5) Reactant: [N:1]1[C:10]2[C:5](=[CH:6][CH:7]=[CH:8][CH:9]=2)[C:4](=O)[NH:3][CH:2]=1.P(Cl)(Cl)(Cl)(Cl)[Cl:13]. Product: [Cl:13][C:4]1[C:5]2[C:10](=[CH:9][CH:8]=[CH:7][CH:6]=2)[N:1]=[CH:2][N:3]=1. The catalyst class is: 286. (6) Reactant: [CH3:1][NH:2][CH3:3].[Cl:4][C:5]1[C:10]([Cl:11])=[CH:9][CH:8]=[CH:7][C:6]=1[S:12]([N:15]([C:24]1[C:29]([O:30][CH3:31])=[N:28][C:27](Cl)=[C:26]([Cl:33])[N:25]=1)COCC[Si](C)(C)C)(=[O:14])=[O:13]. Product: [Cl:4][C:5]1[C:10]([Cl:11])=[CH:9][CH:8]=[CH:7][C:6]=1[S:12]([NH:15][C:24]1[C:29]([O:30][CH3:31])=[N:28][C:27]([N:2]([CH3:3])[CH3:1])=[C:26]([Cl:33])[N:25]=1)(=[O:13])=[O:14]. The catalyst class is: 7. (7) Reactant: [Cl:1][C:2]1[CH:3]=[C:4]([C:9]2[CH:13]=[CH:12][N:11]([CH2:14][CH2:15][N:16]3C(=O)C4C(=CC=CC=4)C3=O)[N:10]=2)[CH:5]=[CH:6][C:7]=1[Cl:8].O.NN.O. Product: [Cl:1][C:2]1[CH:3]=[C:4]([C:9]2[CH:13]=[CH:12][N:11]([CH2:14][CH2:15][NH2:16])[N:10]=2)[CH:5]=[CH:6][C:7]=1[Cl:8]. The catalyst class is: 14. (8) Reactant: [F:1][C:2]1[CH:7]=[C:6]([C@@H:8]([CH3:12])[C:9]([OH:11])=[O:10])[CH:5]=[CH:4][C:3]=1[C:13]1[CH:18]=[CH:17][CH:16]=[CH:15][CH:14]=1.[CH2:19]([NH:26][CH2:27][C:28]1[CH:33]=[CH:32][CH:31]=[CH:30][CH:29]=1)[C:20]1[CH:25]=[CH:24][CH:23]=[CH:22][CH:21]=1. Product: [CH2:27]([NH:26][CH2:19][C:20]1[CH:25]=[CH:24][CH:23]=[CH:22][CH:21]=1)[C:28]1[CH:33]=[CH:32][CH:31]=[CH:30][CH:29]=1.[F:1][C:2]1[CH:7]=[C:6]([C@@H:8]([CH3:12])[C:9]([OH:11])=[O:10])[CH:5]=[CH:4][C:3]=1[C:13]1[CH:14]=[CH:15][CH:16]=[CH:17][CH:18]=1. The catalyst class is: 8. (9) Reactant: [CH2:1]([O:8][C:9]1[CH:14]=[CH:13][C:12]([CH2:15]Br)=[CH:11][N:10]=1)[C:2]1[CH:7]=[CH:6][CH:5]=[CH:4][CH:3]=1.[N-:17]=[N+:18]=[N-:19].[Na+]. Product: [N:17]([CH2:15][C:12]1[CH:13]=[CH:14][C:9]([O:8][CH2:1][C:2]2[CH:7]=[CH:6][CH:5]=[CH:4][CH:3]=2)=[N:10][CH:11]=1)=[N+:18]=[N-:19]. The catalyst class is: 18. (10) Reactant: Cl[CH2:2][CH:3]1[CH:5]([C:6]([O:8]CC)=O)[C:4]1([CH3:20])[C:11]1[CH:16]=[CH:15][CH:14]=[C:13]([N+:17]([O-:19])=[O:18])[CH:12]=1.[CH:21]1([CH2:27][CH2:28][CH2:29][NH2:30])[CH2:26][CH2:25][CH2:24][CH2:23][CH2:22]1. Product: [CH:21]1([CH2:27][CH2:28][CH2:29][N:30]2[CH2:2][CH:3]3[CH:5]([C:4]3([CH3:20])[C:11]3[CH:16]=[CH:15][CH:14]=[C:13]([N+:17]([O-:19])=[O:18])[CH:12]=3)[C:6]2=[O:8])[CH2:26][CH2:25][CH2:24][CH2:23][CH2:22]1. The catalyst class is: 33.